This data is from Forward reaction prediction with 1.9M reactions from USPTO patents (1976-2016). The task is: Predict the product of the given reaction. (1) Given the reactants N[C:2]1[CH:11]=[C:10]2[C:5]([C:6](=[O:22])[N:7]([C:15]3[CH:20]=[CH:19][C:18]([Cl:21])=[CH:17][CH:16]=3)[C:8]([CH:12]([CH3:14])[CH3:13])=[N:9]2)=[CH:4][CH:3]=1.N([O-])=[O:24].[Na+], predict the reaction product. The product is: [Cl:21][C:18]1[CH:19]=[CH:20][C:15]([N:7]2[C:6](=[O:22])[C:5]3[C:10](=[CH:11][C:2]([OH:24])=[CH:3][CH:4]=3)[N:9]=[C:8]2[CH:12]([CH3:14])[CH3:13])=[CH:16][CH:17]=1. (2) The product is: [Cl:18][CH2:19][CH2:20][C:21]([C:13]1[C:14]([OH:15])=[CH:9][C:10]([OH:17])=[CH:11][C:12]=1[OH:16])=[O:22]. Given the reactants FC(F)(F)S(O)(=O)=O.[CH:9]1[C:14]([OH:15])=[CH:13][C:12]([OH:16])=[CH:11][C:10]=1[OH:17].[Cl:18][CH2:19][CH2:20][C:21](O)=[O:22].C(Cl)(Cl)Cl, predict the reaction product.